Task: Binary Classification. Given a drug SMILES string, predict its activity (active/inactive) in a high-throughput screening assay against a specified biological target.. Dataset: HIV replication inhibition screening data with 41,000+ compounds from the AIDS Antiviral Screen (1) The compound is CCSC1(C)C(=O)c2ccccc2C(=O)C1(C)O. The result is 0 (inactive). (2) The molecule is COC(=O)c1ccccc1NC(=O)C(=O)CC(=O)CC(c1ccccc1)c1c(O)c2ccccc2oc1=O. The result is 0 (inactive).